Dataset: Reaction yield outcomes from USPTO patents with 853,638 reactions. Task: Predict the reaction yield, written as a fraction of the theoretical maximum amount of product (1.0 means a 100% yield; for example, 0.34 means a 34% yield). (1) The reactants are [CH3:1][C:2]1[CH:7]=[C:6]([CH3:8])[N:5]=[C:4]([N:9]2[CH2:16][CH2:15][C@H:14]3[C@H:11]([NH:12][CH2:13]3)[CH2:10]2)[N:3]=1.[F:17][C:18]1[C:19]([C:27]2[N:32]=[CH:31][CH:30]=[CH:29][N:28]=2)=[C:20]([CH:24]=[CH:25][CH:26]=1)[C:21](O)=[O:22].CN(C(ON1N=NC2C=CC=NC1=2)=[N+](C)C)C.F[P-](F)(F)(F)(F)F. The catalyst is CN(C=O)C. The product is [CH3:8][C:6]1[CH:7]=[C:2]([CH3:1])[N:3]=[C:4]([N:9]2[CH2:16][CH2:15][C@H:14]3[C@H:11]([N:12]([C:21]([C:20]4[CH:24]=[CH:25][CH:26]=[C:18]([F:17])[C:19]=4[C:27]4[N:28]=[CH:29][CH:30]=[CH:31][N:32]=4)=[O:22])[CH2:13]3)[CH2:10]2)[N:5]=1. The yield is 0.390. (2) The reactants are [NH2:1][C:2]1[CH:7]=[CH:6][C:5]([Br:8])=[CH:4][N:3]=1.F[C:10](F)(F)C(O)=O. The catalyst is C1(C)C=CC=CC=1. The product is [Br:8][C:5]1[CH:6]=[CH:7][C:2]([N:1]=[CH2:10])=[N:3][CH:4]=1. The yield is 0.340. (3) The reactants are FC(F)(F)C(O)=O.[Cl:8][C:9]1[CH:14]=[CH:13][C:12]([C@H:15]([N:17]2[C:21]3[CH:22]=[C:23]([C:26]4[CH2:27][CH2:28][N:29]([C:32]([C@H:34]5[CH2:38][CH2:37][CH2:36][N:35]5C(OC(C)(C)C)=O)=[O:33])[CH2:30][CH:31]=4)[CH:24]=[CH:25][C:20]=3[N:19]=[CH:18]2)[CH3:16])=[C:11]([F:46])[CH:10]=1. The catalyst is ClCCl. The product is [Cl:8][C:9]1[CH:14]=[CH:13][C:12]([C@H:15]([N:17]2[C:21]3[CH:22]=[C:23]([C:26]4[CH2:27][CH2:28][N:29]([C:32]([C@H:34]5[CH2:38][CH2:37][CH2:36][NH:35]5)=[O:33])[CH2:30][CH:31]=4)[CH:24]=[CH:25][C:20]=3[N:19]=[CH:18]2)[CH3:16])=[C:11]([F:46])[CH:10]=1. The yield is 0.320.